Dataset: NCI-60 drug combinations with 297,098 pairs across 59 cell lines. Task: Regression. Given two drug SMILES strings and cell line genomic features, predict the synergy score measuring deviation from expected non-interaction effect. (1) Drug 1: C1=NC2=C(N=C(N=C2N1C3C(C(C(O3)CO)O)O)F)N. Drug 2: CC1=C(C(CCC1)(C)C)C=CC(=CC=CC(=CC(=O)O)C)C. Cell line: SNB-75. Synergy scores: CSS=0.798, Synergy_ZIP=4.17, Synergy_Bliss=-3.13, Synergy_Loewe=-1.99, Synergy_HSA=-2.72. (2) Drug 1: CC1=C(C=C(C=C1)NC2=NC=CC(=N2)N(C)C3=CC4=NN(C(=C4C=C3)C)C)S(=O)(=O)N.Cl. Drug 2: CC1=CC=C(C=C1)C2=CC(=NN2C3=CC=C(C=C3)S(=O)(=O)N)C(F)(F)F. Cell line: HS 578T. Synergy scores: CSS=22.7, Synergy_ZIP=10.8, Synergy_Bliss=17.3, Synergy_Loewe=13.6, Synergy_HSA=13.7. (3) Drug 1: CNC(=O)C1=CC=CC=C1SC2=CC3=C(C=C2)C(=NN3)C=CC4=CC=CC=N4. Drug 2: CC=C1C(=O)NC(C(=O)OC2CC(=O)NC(C(=O)NC(CSSCCC=C2)C(=O)N1)C(C)C)C(C)C. Cell line: UACC62. Synergy scores: CSS=56.7, Synergy_ZIP=-3.81, Synergy_Bliss=-8.89, Synergy_Loewe=-46.9, Synergy_HSA=-8.14. (4) Drug 1: C1=NC2=C(N1)C(=S)N=CN2. Drug 2: C1CNP(=O)(OC1)N(CCCl)CCCl. Cell line: UO-31. Synergy scores: CSS=16.3, Synergy_ZIP=-4.32, Synergy_Bliss=1.56, Synergy_Loewe=-18.3, Synergy_HSA=-1.70.